This data is from Reaction yield outcomes from USPTO patents with 853,638 reactions. The task is: Predict the reaction yield, written as a fraction of the theoretical maximum amount of product (1.0 means a 100% yield; for example, 0.34 means a 34% yield). (1) The reactants are [NH:1]1[CH2:5][CH2:4][CH2:3][CH2:2]1.[CH:6]12[O:12][CH:7]1[CH2:8][CH2:9][CH2:10][CH2:11]2. The catalyst is O. The product is [N:1]1([C@@H:6]2[CH2:11][CH2:10][CH2:9][CH2:8][C@H:7]2[OH:12])[CH2:5][CH2:4][CH2:3][CH2:2]1. The yield is 0.980. (2) The reactants are [Br:1][C:2]1[CH:3]=[C:4]([CH:7]=[CH:8][C:9]=1[O:10][CH3:11])[CH:5]=O.CO[CH:14](OC)[CH2:15][NH2:16].ClC(OCC)=O.P(OC)(OC)OC.[OH-].[Na+]. The catalyst is C1C=CC=CC=1.[Ti](Cl)(Cl)(Cl)Cl. The product is [Br:1][C:2]1[CH:3]=[C:4]2[C:7]([CH:14]=[CH:15][N:16]=[CH:5]2)=[CH:8][C:9]=1[O:10][CH3:11]. The yield is 0.260. (3) The reactants are [OH-].[Na+].[F:3][C:4]([F:34])([F:33])[C:5]1[CH:6]=[C:7]([CH:30]=[CH:31][CH:32]=1)[CH2:8][N:9]1[CH2:18][CH2:17][C:16]2[C:11](=[C:12]([C:19]3[CH:20]=[C:21]([CH:27]=[CH:28][CH:29]=3)[C:22]([O:24]CC)=O)[CH:13]=[CH:14][CH:15]=2)[CH2:10]1.Cl.[NH2:36][CH2:37][CH2:38][C:39]#[N:40].CCN=C=NCCCN(C)C.C1C=CC2N(O)N=NC=2C=1. The catalyst is C(=O)(O)[O-].[Na+].CN(C=O)C.C(O)C. The product is [C:37]([CH2:38][CH2:39][NH:40][C:22](=[O:24])[C:21]1[CH:27]=[CH:28][CH:29]=[C:19]([C:12]2[CH:13]=[CH:14][CH:15]=[C:16]3[C:11]=2[CH2:10][N:9]([CH2:8][C:7]2[CH:30]=[CH:31][CH:32]=[C:5]([C:4]([F:3])([F:34])[F:33])[CH:6]=2)[CH2:18][CH2:17]3)[CH:20]=1)#[N:36]. The yield is 0.740. (4) The yield is 0.890. The product is [O:10]1[C:6]2[CH:5]=[CH:4][N:3]=[C:2]([NH2:30])[C:7]=2[CH:8]=[CH:9]1. The reactants are Cl[C:2]1[C:7]2[CH:8]=[CH:9][O:10][C:6]=2[CH:5]=[CH:4][N:3]=1.CC(C)([O-])C.[Na+].C(=[NH:30])(C1C=CC=CC=1)C1C=CC=CC=1.NO. The catalyst is C1(C)C=CC=CC=1.CCOCC.C1C=CC(/C=C/C(/C=C/C2C=CC=CC=2)=O)=CC=1.C1C=CC(/C=C/C(/C=C/C2C=CC=CC=2)=O)=CC=1.C1C=CC(/C=C/C(/C=C/C2C=CC=CC=2)=O)=CC=1.[Pd].[Pd].C1C=CC(P(C2C(C3C(P(C4C=CC=CC=4)C4C=CC=CC=4)=CC=C4C=3C=CC=C4)=C3C(C=CC=C3)=CC=2)C2C=CC=CC=2)=CC=1. (5) The reactants are [Br:1][C:2]1[CH:3]=[C:4]([OH:8])[CH:5]=[CH:6][CH:7]=1.C([O-])([O-])=O.[K+].[K+].Br[CH:16]1[CH2:20][CH2:19][CH2:18][CH2:17]1. The catalyst is CC#N. The product is [Br:1][C:2]1[CH:7]=[CH:6][CH:5]=[C:4]([O:8][CH:16]2[CH2:20][CH2:19][CH2:18][CH2:17]2)[CH:3]=1. The yield is 0.460. (6) The reactants are [C:1]([CH2:5][C:6]([O:8][CH2:9][CH3:10])=[O:7])(=[O:4])[CH2:2][CH3:3].C(OCC)(=O)CC(C)=O. No catalyst specified. The product is [OH:4][CH:1]([CH2:2][CH3:3])[CH2:5][C:6]([O:8][CH2:9][CH3:10])=[O:7]. The yield is 0.500. (7) The reactants are [Cl:1][C:2]1[CH:3]=[C:4]2[CH:10]=[CH:9][NH:8][C:5]2=[N:6][CH:7]=1.[OH-].[K+].[CH2:13]([N:15]1[C:19]([CH:20]=[O:21])=[CH:18][C:17]([NH:22][CH2:23][C:24]2[CH:29]=[CH:28][C:27]([F:30])=[CH:26][CH:25]=2)=[N:16]1)[CH3:14]. The catalyst is CO. The product is [Cl:1][C:2]1[CH:3]=[C:4]2[C:10]([C:20]([C:19]3[N:15]([CH2:13][CH3:14])[N:16]=[C:17]([NH:22][CH2:23][C:24]4[CH:29]=[CH:28][C:27]([F:30])=[CH:26][CH:25]=4)[CH:18]=3)=[O:21])=[CH:9][NH:8][C:5]2=[N:6][CH:7]=1. The yield is 0.0200.